Dataset: Peptide-MHC class I binding affinity with 185,985 pairs from IEDB/IMGT. Task: Regression. Given a peptide amino acid sequence and an MHC pseudo amino acid sequence, predict their binding affinity value. This is MHC class I binding data. (1) The peptide sequence is TINALVYFST. The MHC is HLA-A68:02 with pseudo-sequence HLA-A68:02. The binding affinity (normalized) is 0.448. (2) The binding affinity (normalized) is 0.363. The MHC is HLA-A30:02 with pseudo-sequence HLA-A30:02. The peptide sequence is LFQFFVFLV. (3) The peptide sequence is DLKRKFYTL. The MHC is BoLA-T2C with pseudo-sequence BoLA-T2C. The binding affinity (normalized) is 1.00.